Dataset: Reaction yield outcomes from USPTO patents with 853,638 reactions. Task: Predict the reaction yield, written as a fraction of the theoretical maximum amount of product (1.0 means a 100% yield; for example, 0.34 means a 34% yield). (1) The reactants are [C:1]1([N:11]2[CH2:16][CH2:15][NH:14][CH2:13][CH2:12]2)[C:10]2[C:5](=[CH:6][CH:7]=[CH:8][CH:9]=2)[CH:4]=[CH:3][CH:2]=1.Br[CH2:18][CH2:19][C:20]1[CH:29]=[CH:28][C:23]2[NH:24][C:25](=[O:27])[O:26][C:22]=2[CH:21]=1.C(N(CC)CC)C.[I-].[Na+]. The catalyst is C(O)C. The product is [C:1]1([N:11]2[CH2:16][CH2:15][N:14]([CH2:18][CH2:19][C:20]3[CH:29]=[CH:28][C:23]4[NH:24][C:25](=[O:27])[O:26][C:22]=4[CH:21]=3)[CH2:13][CH2:12]2)[C:10]2[C:5](=[CH:6][CH:7]=[CH:8][CH:9]=2)[CH:4]=[CH:3][CH:2]=1. The yield is 0.230. (2) The reactants are FC1C=C(F)C=CC=1C1C=C(CN2C(=O)C3=CC=CC=C3C2=O)C(=O)N(CC(C)C)N=1.[C:32]([C:35]1[C:36](=[O:59])[N:37]([CH2:50][C:51]2[CH:56]=[CH:55][C:54]([F:57])=[C:53]([F:58])[CH:52]=2)[N:38]=[C:39]([C:41]2[CH:46]=[CH:45][C:44]([O:47][CH3:48])=[C:43]([F:49])[CH:42]=2)[CH:40]=1)(O)=[O:33]. No catalyst specified. The product is [F:58][C:53]1[CH:52]=[C:51]([CH:56]=[CH:55][C:54]=1[F:57])[CH2:50][N:37]1[C:36](=[O:59])[C:35]([CH2:32][OH:33])=[CH:40][C:39]([C:41]2[CH:46]=[CH:45][C:44]([O:47][CH3:48])=[C:43]([F:49])[CH:42]=2)=[N:38]1. The yield is 0.0770. (3) The reactants are C[O:2][C:3]1[CH:8]=[CH:7][C:6](/[C:9](/[CH3:23])=[CH:10]/[C:11]([NH:13][CH2:14][CH2:15][CH2:16][CH2:17][CH2:18][CH2:19][CH2:20][CH2:21][CH3:22])=[O:12])=[CH:5][CH:4]=1.B(Br)(Br)Br.CO.O. The catalyst is ClCCl. The product is [OH:2][C:3]1[CH:4]=[CH:5][C:6](/[C:9](/[CH3:23])=[CH:10]/[C:11]([NH:13][CH2:14][CH2:15][CH2:16][CH2:17][CH2:18][CH2:19][CH2:20][CH2:21][CH3:22])=[O:12])=[CH:7][CH:8]=1. The yield is 0.570. (4) The reactants are [Br:1][C:2]1[CH:3]=[C:4]([SH:9])[CH:5]=[CH:6][C:7]=1[F:8].[OH-].[Na+].I[CH2:13][CH3:14]. The catalyst is CO. The product is [Br:1][C:2]1[CH:3]=[C:4]([S:9][CH2:13][CH3:14])[CH:5]=[CH:6][C:7]=1[F:8]. The yield is 0.980.